Dataset: Catalyst prediction with 721,799 reactions and 888 catalyst types from USPTO. Task: Predict which catalyst facilitates the given reaction. (1) Reactant: [Cl:1][C:2]1[CH:3]=[C:4]([CH:20]=[CH:21][C:22]=1[O:23][CH3:24])[CH2:5][NH:6][C:7]1[C:12]([C:13]([OH:15])=O)=[C:11]([O:16][CH3:17])[N:10]=[C:9]([S:18][CH3:19])[N:8]=1.[NH2:25][CH2:26][C:27]1[N:32]=[CH:31][CH:30]=[CH:29][N:28]=1.O.ON1C2C=CC=CC=2N=N1.CN(C)C=O. Product: [Cl:1][C:2]1[CH:3]=[C:4]([CH:20]=[CH:21][C:22]=1[O:23][CH3:24])[CH2:5][NH:6][C:7]1[C:12]([C:13](=[O:15])[NH:25][CH2:26][C:27]2[N:32]=[CH:31][CH:30]=[CH:29][N:28]=2)=[C:11]([O:16][CH3:17])[N:10]=[C:9]([S:18][CH3:19])[N:8]=1. The catalyst class is: 662. (2) Reactant: [F:1][C:2]([F:14])([F:13])[O:3][C:4]1[CH:12]=[CH:11][C:7]([CH:8]=[N:9][OH:10])=[CH:6][CH:5]=1.[Cl:15]N1C(=O)CCC1=O. Product: [OH:10][N:9]=[C:8]([Cl:15])[C:7]1[CH:11]=[CH:12][C:4]([O:3][C:2]([F:13])([F:14])[F:1])=[CH:5][CH:6]=1. The catalyst class is: 9. (3) Reactant: [CH:1]1[C:13]2[CH:12]([CH2:14][O:15][C:16]([NH:18][C@@H:19]3[C:30](=[O:31])[O:29][C@H:28]([C:32]4[CH:37]=[CH:36][CH:35]=[CH:34][CH:33]=4)[C@H:27]([CH3:38])[N:26]([CH3:39])[C:25](=[O:40])[C@H:24]([CH2:41][C:42]([O:44]C(C)(C)C)=[O:43])[CH2:23][CH:22]=[CH:21][CH2:20]3)=[O:17])[C:11]3[C:6](=[CH:7][CH:8]=[CH:9][CH:10]=3)[C:5]=2[CH:4]=[CH:3][CH:2]=1.FC(F)(F)C(O)=O. Product: [CH:1]1[C:13]2[CH:12]([CH2:14][O:15][C:16]([NH:18][C@@H:19]3[C:30](=[O:31])[O:29][C@H:28]([C:32]4[CH:37]=[CH:36][CH:35]=[CH:34][CH:33]=4)[C@H:27]([CH3:38])[N:26]([CH3:39])[C:25](=[O:40])[C@H:24]([CH2:41][C:42]([OH:44])=[O:43])[CH2:23][CH:22]=[CH:21][CH2:20]3)=[O:17])[C:11]3[C:6](=[CH:7][CH:8]=[CH:9][CH:10]=3)[C:5]=2[CH:4]=[CH:3][CH:2]=1. The catalyst class is: 2. (4) Reactant: C(NC(C)C)(C)C.C([Li])CCC.[CH:13]1([NH:18][C:19]2[N:24]=[C:23]([C:25]3[C:26]([C:44]4[CH:49]=[CH:48][C:47]([F:50])=[CH:46][CH:45]=4)=[N:27][N:28]4[CH:33]=[C:32]([C:34]([O:41][CH2:42][CH3:43])([O:38][CH2:39][CH3:40])[O:35][CH2:36][CH3:37])[CH:31]=[CH:30][C:29]=34)[CH:22]=[CH:21][N:20]=2)[CH2:17][CH2:16][CH2:15][CH2:14]1.C(Cl)(Cl)(Cl)[Cl:52]. Product: [Cl:52][C:33]1[N:28]2[N:27]=[C:26]([C:44]3[CH:45]=[CH:46][C:47]([F:50])=[CH:48][CH:49]=3)[C:25]([C:23]3[CH:22]=[CH:21][N:20]=[C:19]([NH:18][CH:13]4[CH2:17][CH2:16][CH2:15][CH2:14]4)[N:24]=3)=[C:29]2[CH:30]=[CH:31][C:32]=1[C:34]([O:41][CH2:42][CH3:43])([O:38][CH2:39][CH3:40])[O:35][CH2:36][CH3:37]. The catalyst class is: 7. (5) Reactant: C([O:8][C:9]1[CH:18]=[C:17]2[C:12]([C:13]([N:20]3[CH2:24][CH2:23][CH2:22][CH2:21]3)=[CH:14][C:15]([CH3:19])=[N:16]2)=[CH:11][CH:10]=1)C1C=CC=CC=1. Product: [CH3:19][C:15]1[CH:14]=[C:13]([N:20]2[CH2:24][CH2:23][CH2:22][CH2:21]2)[C:12]2[C:17](=[CH:18][C:9]([OH:8])=[CH:10][CH:11]=2)[N:16]=1. The catalyst class is: 19. (6) Reactant: [OH:1][C:2]1[CH:3]=[C:4]2[C:9](=[CH:10][CH:11]=1)[C@@H:8]([CH2:12][CH2:13][Br:14])[NH:7][CH2:6][CH2:5]2.[F:15][C:16]([F:21])([F:20])[C:17]([NH2:19])=[O:18].C(=O)([O-])[O-].[K+].[K+].[CH3:28][N:29]([CH3:33])[C:30](Cl)=[O:31].O. Product: [CH3:28][N:29]([CH3:33])[C:30]([O:1][C:2]1[CH:3]=[C:4]2[C:9](=[CH:10][CH:11]=1)[C@@H:8]([CH2:12][CH2:13][Br:14])[NH:7][CH2:6][CH2:5]2)=[O:31].[F:15][C:16]([F:21])([F:20])[C:17]([NH2:19])=[O:18]. The catalyst class is: 9.